This data is from Full USPTO retrosynthesis dataset with 1.9M reactions from patents (1976-2016). The task is: Predict the reactants needed to synthesize the given product. (1) Given the product [C:28]([C@H:24]1[CH2:25][CH2:26][CH2:27][N:23]1[C:21](=[O:22])[CH:20]([CH3:38])[CH2:19][CH2:18][CH:17]([CH3:39])[C:16]([N:12]1[CH2:13][CH2:14][CH2:15][C@@H:11]1[C:9]([OH:10])=[O:8])=[O:40])([OH:30])=[O:29], predict the reactants needed to synthesize it. The reactants are: C([O:8][C:9]([C@H:11]1[CH2:15][CH2:14][CH2:13][N:12]1[C:16](=[O:40])/[C:17](/[CH3:39])=[CH:18]/[CH:19]=[C:20](\[CH3:38])/[C:21]([N:23]1[CH2:27][CH2:26][CH2:25][C@@H:24]1[C:28]([O:30]CC1C=CC=CC=1)=[O:29])=[O:22])=[O:10])C1C=CC=CC=1.[H][H]. (2) Given the product [F:4][C:5]1[CH:6]=[C:7]([CH:11]([OH:12])[CH3:1])[CH:8]=[N:9][CH:10]=1, predict the reactants needed to synthesize it. The reactants are: [CH3:1][Mg]Br.[F:4][C:5]1[CH:6]=[C:7]([CH:11]=[O:12])[CH:8]=[N:9][CH:10]=1.[Cl-].[NH4+]. (3) Given the product [Cl:20][C:10]1[C:9]2[C:4](=[CH:5][CH:6]=[CH:7][CH:8]=2)[N:3]=[C:2]([CH3:1])[C:11]=1[C:12]([O:14][CH3:15])=[O:13], predict the reactants needed to synthesize it. The reactants are: [CH3:1][C:2]1[NH:3][C:4]2[C:9]([C:10](=O)[C:11]=1[C:12]([O:14][CH3:15])=[O:13])=[CH:8][CH:7]=[CH:6][CH:5]=2.N.O=P(Cl)(Cl)[Cl:20]. (4) Given the product [Cl:1][C:2]1[CH:3]=[CH:4][C:5]2[C:6]([N:7]=1)=[N:8][C:11]([C:17]1[CH:22]=[CH:21][CH:20]=[CH:19][CH:18]=1)=[C:12]([OH:13])[N:9]=2, predict the reactants needed to synthesize it. The reactants are: [Cl:1][C:2]1[N:7]=[C:6]([NH2:8])[C:5]([NH2:9])=[CH:4][CH:3]=1.O=[C:11]([C:17]1[CH:22]=[CH:21][CH:20]=[CH:19][CH:18]=1)[C:12](OCC)=[O:13].CCN(C(C)C)C(C)C.